This data is from Catalyst prediction with 721,799 reactions and 888 catalyst types from USPTO. The task is: Predict which catalyst facilitates the given reaction. (1) Reactant: [CH3:1][C:2]1[C:3]([OH:16])=[CH:4][C:5]2[C:6]([CH3:15])([CH3:14])[CH2:7][CH2:8][C:9]([CH3:13])([CH3:12])[C:10]=2[CH:11]=1.[Br:17]Br.O. Product: [Br:17][C:4]1[C:5]2[C:6]([CH3:15])([CH3:14])[CH2:7][CH2:8][C:9]([CH3:12])([CH3:13])[C:10]=2[CH:11]=[C:2]([CH3:1])[C:3]=1[OH:16]. The catalyst class is: 15. (2) Reactant: [CH2:1]([N:8]1[CH:12]=[CH:11][N:10]=[C:9]1[CH:13](O)[CH:14]([CH2:17][CH3:18])[CH2:15][CH3:16])[C:2]1[CH:7]=[CH:6][CH:5]=[CH:4][CH:3]=1.C1(P(C2C=CC=CC=2)C2C=CC=CC=2)C=CC=CC=1.N(C(OCC)=O)=NC(OCC)=O.C1(P([N:65]=[N+:66]=[N-:67])(C2C=CC=CC=2)=O)C=CC=CC=1. Product: [N:65]([CH:13]([C:9]1[N:8]([CH2:1][C:2]2[CH:7]=[CH:6][CH:5]=[CH:4][CH:3]=2)[CH:12]=[CH:11][N:10]=1)[CH:14]([CH2:17][CH3:18])[CH2:15][CH3:16])=[N+:66]=[N-:67]. The catalyst class is: 49. (3) Reactant: C1C=CC=CC=1.[Br:7][C:8]1[CH:15]=[C:14]([F:16])[C:13]([F:17])=[CH:12][C:9]=1[CH:10]=[O:11].[CH2:18](O)[CH2:19][OH:20].CC1C=CC(S(O)(=O)=O)=CC=1. Product: [Br:7][C:8]1[CH:15]=[C:14]([F:16])[C:13]([F:17])=[CH:12][C:9]=1[CH:10]1[O:20][CH2:19][CH2:18][O:11]1. The catalyst class is: 28. (4) Reactant: [CH3:1][O:2][C:3]1[CH:4]=[C:5]([NH2:26])[CH:6]=[CH:7][C:8]=1[C:9]1[O:10][C:11]([C:14]2[C:15]([C:20]3[CH:25]=[CH:24][CH:23]=[CH:22][CH:21]=3)=[N:16][O:17][C:18]=2[CH3:19])=[N:12][N:13]=1.C(N(CC)C(C)C)(C)C.[CH3:36][S:37](Cl)(=[O:39])=[O:38]. Product: [CH3:1][O:2][C:3]1[CH:4]=[C:5]([N:26]([S:37]([CH3:36])(=[O:39])=[O:38])[S:37]([CH3:36])(=[O:39])=[O:38])[CH:6]=[CH:7][C:8]=1[C:9]1[O:10][C:11]([C:14]2[C:15]([C:20]3[CH:21]=[CH:22][CH:23]=[CH:24][CH:25]=3)=[N:16][O:17][C:18]=2[CH3:19])=[N:12][N:13]=1. The catalyst class is: 527. (5) Reactant: [CH:1]1[C:9]2[C:8]3[CH:10]=[CH:11][CH:12]=[CH:13][C:7]=3[O:6][C:5]=2[C:4](B(O)O)=[CH:3][CH:2]=1.Cl[C:18]1[CH:23]=[CH:22][C:21]([Cl:24])=[CH:20][N:19]=1.C(=O)([O-])[O-].[K+].[K+].C(COC)OC. Product: [Cl:24][C:21]1[CH:22]=[CH:23][C:18]([C:4]2[C:5]3[O:6][C:7]4[CH:13]=[CH:12][CH:11]=[CH:10][C:8]=4[C:9]=3[CH:1]=[CH:2][CH:3]=2)=[N:19][CH:20]=1. The catalyst class is: 103. (6) The catalyst class is: 425. Reactant: [Br:1][C:2]1[CH:15]=[C:14]2[C:5]([O:6][C:7]3[C:8]([F:20])=[C:9]([F:19])[C:10]([O:17][CH3:18])=[CH:11][C:12]=3[C:13]2=O)=[CH:4][CH:3]=1.[CH2:21]1COCC1.C[Mg]Cl. Product: [Br:1][C:2]1[CH:15]=[C:14]2[C:5]([O:6][C:7]3[C:8]([F:20])=[C:9]([F:19])[C:10]([O:17][CH3:18])=[CH:11][C:12]=3[C:13]2=[CH2:21])=[CH:4][CH:3]=1. (7) Reactant: [C:1]([O:5][C:6](=[O:27])[NH:7][C@@H:8]1[CH2:13][CH2:12][C@H:11]([NH:14][C:15]([O:17][CH2:18][C:19]2[CH:24]=[CH:23][CH:22]=[CH:21][CH:20]=2)=[O:16])[C@H:10]([CH2:25]O)[CH2:9]1)([CH3:4])([CH3:3])[CH3:2].CCN(CC)CC.[CH3:35][S:36](Cl)(=O)=O. Product: [C:1]([O:5][C:6](=[O:27])[NH:7][C@@H:8]1[CH2:13][CH2:12][C@H:11]([NH:14][C:15]([O:17][CH2:18][C:19]2[CH:24]=[CH:23][CH:22]=[CH:21][CH:20]=2)=[O:16])[C@H:10]([CH2:25][S:36][CH3:35])[CH2:9]1)([CH3:4])([CH3:3])[CH3:2]. The catalyst class is: 2. (8) Reactant: [CH2:1]([O:3][C:4](=[O:14])[CH:5]([C:12]#[N:13])[NH:6][C:7](=O)[CH:8]([CH3:10])[CH3:9])[CH3:2].COC1C=CC(P2(SP(C3C=CC(OC)=CC=3)(=S)S2)=[S:24])=CC=1.CCCCCCC.C1COCC1. Product: [CH2:1]([O:3][C:4]([C:5]1[N:6]=[C:7]([CH:8]([CH3:10])[CH3:9])[S:24][C:12]=1[NH2:13])=[O:14])[CH3:2]. The catalyst class is: 11. (9) Reactant: [Cl:1][C:2]1[C:7]([C:8]([NH:10][C:11]2[CH:16]=[CH:15][C:14]([S:17](=[O:21])(=[O:20])[NH:18][CH3:19])=[CH:13][CH:12]=2)=[O:9])=[C:6](Cl)[N:5]=[CH:4][N:3]=1.[NH3:23]. Product: [NH2:23][C:6]1[C:7]([C:8]([NH:10][C:11]2[CH:16]=[CH:15][C:14]([S:17](=[O:21])(=[O:20])[NH:18][CH3:19])=[CH:13][CH:12]=2)=[O:9])=[C:2]([Cl:1])[N:3]=[CH:4][N:5]=1. The catalyst class is: 12.